From a dataset of Catalyst prediction with 721,799 reactions and 888 catalyst types from USPTO. Predict which catalyst facilitates the given reaction. Reactant: [Si]([O:8][CH2:9][C:10]1[C:11]([C:16]2[N:20]([CH2:21][CH2:22][C:23]([F:26])([F:25])[F:24])[N:19]=[CH:18][CH:17]=2)=[N:12][CH:13]=[CH:14][CH:15]=1)(C(C)(C)C)(C)C.Cl. Product: [F:26][C:23]([F:24])([F:25])[CH2:22][CH2:21][N:20]1[C:16]([C:11]2[C:10]([CH2:9][OH:8])=[CH:15][CH:14]=[CH:13][N:12]=2)=[CH:17][CH:18]=[N:19]1. The catalyst class is: 5.